Dataset: Full USPTO retrosynthesis dataset with 1.9M reactions from patents (1976-2016). Task: Predict the reactants needed to synthesize the given product. (1) Given the product [NH:33]1[CH:37]=[CH:36][N:35]=[C:34]1[CH2:8][N:15]1[CH2:20][CH2:19][CH2:18][CH:17]([CH2:21][N:22]([C:27]2[CH:28]=[CH:29][CH:30]=[CH:31][CH:32]=2)[C:23](=[O:26])[CH2:24][CH3:25])[CH2:16]1, predict the reactants needed to synthesize it. The reactants are: FC(F)(F)C(O)=O.[C:8]([N:15]1[CH2:20][CH2:19][CH2:18][CH:17]([CH2:21][N:22]([C:27]2[CH:32]=[CH:31][CH:30]=[CH:29][CH:28]=2)[C:23](=[O:26])[CH2:24][CH3:25])[CH2:16]1)(OC(C)(C)C)=O.[NH:33]1[CH:37]=[CH:36][N:35]=[C:34]1C=O.[BH-](OC(C)=O)(OC(C)=O)OC(C)=O.[Na+]. (2) Given the product [CH3:1][N:2]1[C:3]2[CH:7]=[C:6]([C:8]3[CH:9]=[CH:10][N:11]=[CH:12][CH:13]=3)[S:5][C:4]=2[C:14](=[O:15])[NH:16][C:18]1([CH3:23])[CH3:19], predict the reactants needed to synthesize it. The reactants are: [CH3:1][NH:2][C:3]1[CH:7]=[C:6]([C:8]2[CH:13]=[CH:12][N:11]=[CH:10][CH:9]=2)[S:5][C:4]=1[C:14]([NH2:16])=[O:15].O.[C:18]1(C)[CH:23]=CC(S(O)(=O)=O)=C[CH:19]=1.CC(C)=O. (3) Given the product [NH2:17][C:13]1[N:12]=[C:11]([C:9]2[S:8][C:7]([C:18]3[CH:23]=[CH:22][CH:21]=[CH:20][CH:19]=3)=[C:6]([C:4]([OH:5])=[O:3])[CH:10]=2)[CH:16]=[CH:15][N:14]=1, predict the reactants needed to synthesize it. The reactants are: C([O:3][C:4]([C:6]1[CH:10]=[C:9]([C:11]2[CH:16]=[CH:15][N:14]=[C:13]([NH2:17])[N:12]=2)[S:8][C:7]=1[C:18]1[CH:23]=[CH:22][CH:21]=[CH:20][CH:19]=1)=[O:5])C.[OH-].[Na+].Cl. (4) The reactants are: [CH2:1]([OH:19])[CH2:2][O:3][CH2:4][CH2:5][O:6][CH2:7][CH2:8][O:9][CH2:10][CH2:11][O:12][CH2:13][CH2:14][O:15][CH2:16][CH2:17][OH:18].[OH-].[Na+].Br[CH2:23][CH2:24][CH2:25][CH2:26][CH2:27][CH2:28][CH2:29][CH2:30][CH2:31][CH:32]=[CH2:33]. Given the product [CH2:33]([O:18][CH2:17][CH2:16][O:15][CH2:14][CH2:13][O:12][CH2:11][CH2:10][O:9][CH2:8][CH2:7][O:6][CH2:5][CH2:4][O:3][CH2:2][CH2:1][OH:19])[CH2:32][CH2:31][CH2:30][CH2:29][CH2:28][CH2:27][CH2:26][CH2:25][CH:24]=[CH2:23], predict the reactants needed to synthesize it.